Dataset: Full USPTO retrosynthesis dataset with 1.9M reactions from patents (1976-2016). Task: Predict the reactants needed to synthesize the given product. (1) Given the product [ClH:78].[CH2:62]([C:69]1[C:73]2[C:74]([O:59][CH2:58][C:57]3[CH:60]=[CH:61][C:54]([F:53])=[CH:55][CH:56]=3)=[N:75][CH:76]=[CH:77][C:72]=2[NH:71][C:70]=1[CH3:79])[C:63]1[CH:64]=[CH:65][CH:66]=[CH:67][CH:68]=1, predict the reactants needed to synthesize it. The reactants are: C(=O)([O-])[O-].[Cs+].[Cs+].C1C=CC(P(C2C=CC3C(=CC=CC=3)C=2C2C3C(=CC=CC=3)C=CC=2P(C2C=CC=CC=2)C2C=CC=CC=2)C2C=CC=CC=2)=CC=1.[F:53][C:54]1[CH:61]=[CH:60][C:57]([CH2:58][OH:59])=[CH:56][CH:55]=1.[CH2:62]([C:69]1[C:73]2[C:74]([Cl:78])=[N:75][CH:76]=[CH:77][C:72]=2[NH:71][C:70]=1[CH3:79])[C:63]1[CH:68]=[CH:67][CH:66]=[CH:65][CH:64]=1. (2) Given the product [Br:10][C:5]1[CH:4]=[C:3]2[C:2](=[CH:7][C:6]=1[O:8][CH3:9])[N:1]=[CH:13][C:14]([CH2:15][CH3:16])=[CH:11]2, predict the reactants needed to synthesize it. The reactants are: [NH2:1][C:2]1[CH:7]=[C:6]([O:8][CH3:9])[C:5]([Br:10])=[CH:4][C:3]=1[CH2:11]O.[CH:13](=O)[CH2:14][CH2:15][CH3:16].C(C1C=CC=CC=1)(=O)C1C=CC=CC=1.CC(C)([O-])C.[K+]. (3) Given the product [Br:8][C:6]1[N:7]=[C:2]([NH2:10])[C:3]([Cl:9])=[N:4][CH:5]=1, predict the reactants needed to synthesize it. The reactants are: Br[C:2]1[C:3]([Cl:9])=[N:4][CH:5]=[C:6]([Br:8])[N:7]=1.[NH4+:10].[OH-]. (4) Given the product [N:12]12[CH2:17][CH2:16][CH:15]([CH2:18][CH2:19]1)[C@@H:14]([NH:20][C:21]([C:23]1[O:24][C:25]3[CH:31]=[C:30]([C:4]4[CH:5]=[CH:6][CH:7]=[CH:8][C:3]=4[CH2:2][OH:1])[CH:29]=[CH:28][C:26]=3[CH:27]=1)=[O:22])[CH2:13]2, predict the reactants needed to synthesize it. The reactants are: [OH:1][CH2:2][C:3]1[CH:8]=[CH:7][CH:6]=[CH:5][C:4]=1B(O)O.[N:12]12[CH2:19][CH2:18][CH:15]([CH2:16][CH2:17]1)[C@@H:14]([NH:20][C:21]([C:23]1[O:24][C:25]3[CH:31]=[C:30](Br)[CH:29]=[CH:28][C:26]=3[CH:27]=1)=[O:22])[CH2:13]2.[OH-].[Na+]. (5) Given the product [Cl:18][C:10]1[CH:9]=[C:8]([C:5]2[CH:4]=[N:3][C:2]3[N:7]([C:20]([C:23]4([C:26]5[CH:27]=[C:28]6[C:33](=[CH:34][CH:35]=5)[N:32]=[CH:31][CH:30]=[CH:29]6)[CH2:25][CH2:24]4)=[CH:21][N:1]=3)[CH:6]=2)[CH:17]=[CH:16][C:11]=1[C:12]([O:14][CH3:15])=[O:13], predict the reactants needed to synthesize it. The reactants are: [NH2:1][C:2]1[N:7]=[CH:6][C:5]([C:8]2[CH:17]=[CH:16][C:11]([C:12]([O:14][CH3:15])=[O:13])=[C:10]([Cl:18])[CH:9]=2)=[CH:4][N:3]=1.Cl[CH:20]([C:23]1([C:26]2[CH:27]=[C:28]3[C:33](=[CH:34][CH:35]=2)[N:32]=[CH:31][CH:30]=[CH:29]3)[CH2:25][CH2:24]1)[CH:21]=O. (6) Given the product [C:1]([O:5][C:6](=[O:22])[NH:7][CH:8]([C:10]1[CH:15]=[C:14]([Cl:16])[C:13]([CH3:17])=[C:12]([CH:18]2[CH2:19][O:31]2)[C:11]=1[O:20][CH3:21])[CH3:9])([CH3:4])([CH3:2])[CH3:3], predict the reactants needed to synthesize it. The reactants are: [C:1]([O:5][C:6](=[O:22])[NH:7][CH:8]([C:10]1[CH:15]=[C:14]([Cl:16])[C:13]([CH3:17])=[C:12]([CH:18]=[CH2:19])[C:11]=1[O:20][CH3:21])[CH3:9])([CH3:4])([CH3:3])[CH3:2].ClC1C=CC=C(C(OO)=[O:31])C=1. (7) Given the product [CH3:13][N:14]1[C:19](=[O:20])[C:18]2[C:21]([C:40]([OH:42])=[O:41])=[C:22]([CH2:24][C:25]3[C:34]4[C:29](=[CH:30][CH:31]=[CH:32][CH:33]=4)[CH:28]=[CH:27][CH:26]=3)[S:23][C:17]=2[N:16]([CH2:35][CH:36]([CH3:37])[CH3:38])[C:15]1=[O:39], predict the reactants needed to synthesize it. The reactants are: C([Li])CCC.C(NC(C)C)(C)C.[CH3:13][N:14]1[C:19](=[O:20])[C:18]2[CH:21]=[C:22]([CH2:24][C:25]3[C:34]4[C:29](=[CH:30][CH:31]=[CH:32][CH:33]=4)[CH:28]=[CH:27][CH:26]=3)[S:23][C:17]=2[N:16]([CH2:35][CH:36]([CH3:38])[CH3:37])[C:15]1=[O:39].[C:40](=[O:42])=[O:41].[OH-].[Na+].